From a dataset of Reaction yield outcomes from USPTO patents with 853,638 reactions. Predict the reaction yield, written as a fraction of the theoretical maximum amount of product (1.0 means a 100% yield; for example, 0.34 means a 34% yield). (1) The reactants are [CH3:1][C:2]([CH3:7])=[CH:3][C:4](O)=[O:5].O=S(Cl)Cl.[NH2:12][C:13]1[CH:18]=[CH:17][CH:16]=[CH:15][CH:14]=1.CCN(CC)CC. No catalyst specified. The product is [C:13]1([NH:12][C:4](=[O:5])[CH:3]=[C:2]([CH3:7])[CH3:1])[CH:18]=[CH:17][CH:16]=[CH:15][CH:14]=1. The yield is 0.800. (2) The reactants are [CH3:1][O:2][C:3]1[CH:4]=[CH:5][C:6]([CH2:9][OH:10])=[CH:7][CH:8]=1.[H-].[Na+].[CH:13]([C:16]1[C:17]([Cl:24])=[N:18][C:19](Cl)=[N:20][C:21]=1Cl)([CH3:15])[CH3:14]. The catalyst is CN(C=O)C. The product is [Cl:24][C:17]1[C:16]([CH:13]([CH3:15])[CH3:14])=[C:21]([O:10][CH2:9][C:6]2[CH:7]=[CH:8][C:3]([O:2][CH3:1])=[CH:4][CH:5]=2)[N:20]=[C:19]([O:10][CH2:9][C:6]2[CH:5]=[CH:4][C:3]([O:2][CH3:1])=[CH:8][CH:7]=2)[N:18]=1. The yield is 0.790. (3) The reactants are [OH:1][C:2]1[CH:3]=[C:4]([CH:7]=[CH:8][CH:9]=1)[CH:5]=O.[C:10]1([CH3:24])[CH:15]=[CH:14][C:13]([CH:16]2[CH2:21][C:20](=O)[CH2:19][C:18](=[O:23])[CH2:17]2)=[CH:12][CH:11]=1.C([O-])(=O)C.[NH4+].[C:30]([O:36][CH:37]1[CH2:41][CH2:40][CH2:39][CH2:38]1)(=[O:35])[CH2:31][C:32]([CH3:34])=O.F[B-](F)(F)F.C([N+:51]1C=CN(C)C=1)CCC. No catalyst specified. The product is [CH:37]1([O:36][C:30]([C:31]2[CH:5]([C:4]3[CH:7]=[CH:8][CH:9]=[C:2]([OH:1])[CH:3]=3)[C:19]3[C:18](=[O:23])[CH2:17][CH:16]([C:13]4[CH:12]=[CH:11][C:10]([CH3:24])=[CH:15][CH:14]=4)[CH2:21][C:20]=3[NH:51][C:32]=2[CH3:34])=[O:35])[CH2:41][CH2:40][CH2:39][CH2:38]1. The yield is 0.600. (4) The reactants are [C:1]([O:10]C)(=O)[C:2]1[C:3](=[CH:5][CH:6]=[CH:7][CH:8]=1)[SH:4].[C:12]([C:14]1[CH:19]=[CH:18][CH:17]=[C:16]([O:20][CH3:21])[N:15]=1)#[N:13].C(N(CC)CC)C. The catalyst is C1(C)C=CC=CC=1. The product is [CH3:21][O:20][C:16]1[N:15]=[C:14]([C:12]2[S:4][C:3]3[CH:5]=[CH:6][CH:7]=[CH:8][C:2]=3[C:1](=[O:10])[N:13]=2)[CH:19]=[CH:18][CH:17]=1. The yield is 0.130. (5) The reactants are [Br:1][C:2]1[CH:3]=[C:4]([NH2:23])[C:5]([NH:10][CH2:11][C:12]2[CH:22]=[CH:21][C:15]3[N:16]=[C:17]([S:19][CH3:20])[S:18][C:14]=3[CH:13]=2)=[CH:6][C:7]=1[O:8][CH3:9].[CH2:24](OC(OCC)OCC)C. The catalyst is C(O)=O. The product is [Br:1][C:2]1[C:7]([O:8][CH3:9])=[CH:6][C:5]2[N:10]([CH2:11][C:12]3[CH:22]=[CH:21][C:15]4[N:16]=[C:17]([S:19][CH3:20])[S:18][C:14]=4[CH:13]=3)[CH:24]=[N:23][C:4]=2[CH:3]=1. The yield is 0.400.